From a dataset of Reaction yield outcomes from USPTO patents with 853,638 reactions. Predict the reaction yield, written as a fraction of the theoretical maximum amount of product (1.0 means a 100% yield; for example, 0.34 means a 34% yield). The reactants are [OH:1][C:2]1[CH:12]=[CH:11][C:5]([C:6]([O:8][CH2:9][CH3:10])=[O:7])=[CH:4][CH:3]=1.C([O-])([O-])=O.[K+].[K+].Br[CH2:20][CH:21]=[CH2:22]. The catalyst is CC(C)=O. The product is [CH2:22]([O:1][C:2]1[CH:3]=[CH:4][C:5]([C:6]([O:8][CH2:9][CH3:10])=[O:7])=[CH:11][CH:12]=1)[CH:21]=[CH2:20]. The yield is 0.960.